Dataset: Full USPTO retrosynthesis dataset with 1.9M reactions from patents (1976-2016). Task: Predict the reactants needed to synthesize the given product. (1) Given the product [CH3:1][O:2][C:19]1[CH:20]=[C:21]([N:25]2[C:30](=[O:31])[N:29]([CH2:32][C:33]3[CH:34]=[CH:35][CH:36]=[CH:37][C:38]=3[F:39])[C:28]3[CH:42]=[CH:43][CH:44]=[CH:45][C:27]=3[S:26]2(=[O:46])=[O:47])[CH:22]=[CH:23][C:18]=1[O:17][CH3:16], predict the reactants needed to synthesize it. The reactants are: [C:1]([O-])([O-])=[O:2].[K+].[K+].FC1C=CC=CC=1CBr.[CH3:16][O:17][C:18]1[C:23](C)=[CH:22][C:21]([N:25]2[C:30](=[O:31])[N:29]([CH2:32][C:33]3[C:38]([F:39])=[CH:37][C:36](F)=[CH:35][C:34]=3F)[C:28]3[CH:42]=[CH:43][CH:44]=[CH:45][C:27]=3[S:26]2(=[O:47])=[O:46])=[CH:20][C:19]=1C. (2) Given the product [CH2:1]([S:3]([C:6]1[CH:34]=[CH:33][C:9]([O:10][C:11]2[C:12]([C:13]([O:15][CH3:16])=[O:14])=[CH:17][C:18]3[NH:30][C:22]([C:24]4[CH:29]=[CH:28][CH:27]=[CH:26][N:25]=4)=[N:21][C:19]=3[CH:20]=2)=[CH:8][CH:7]=1)(=[O:4])=[O:5])[CH3:2], predict the reactants needed to synthesize it. The reactants are: [CH2:1]([S:3]([C:6]1[CH:34]=[CH:33][C:9]([O:10][C:11]2[CH:20]=[C:19]([NH:21][C:22]([C:24]3[CH:29]=[CH:28][CH:27]=[CH:26][N:25]=3)=O)[C:18]([N+:30]([O-])=O)=[CH:17][C:12]=2[C:13]([O:15][CH3:16])=[O:14])=[CH:8][CH:7]=1)(=[O:5])=[O:4])[CH3:2].O.O.[Cl-].Cl.C(=O)([O-])O.[Na+]. (3) Given the product [CH2:1]([O:3][C:4](=[O:21])[C:5]1[CH:10]=[CH:9][C:8]([C:11]2[NH:20][C:14]3[N:15]=[CH:16][N:17]=[C:18]([NH:27][CH2:26][C:25]4[CH:28]=[CH:29][CH:30]=[C:23]([Cl:22])[CH:24]=4)[C:13]=3[CH:12]=2)=[CH:7][CH:6]=1)[CH3:2], predict the reactants needed to synthesize it. The reactants are: [CH2:1]([O:3][C:4](=[O:21])[C:5]1[CH:10]=[CH:9][C:8]([C:11]2[NH:20][C:14]3[N:15]=[CH:16][N:17]=[C:18](Cl)[C:13]=3[CH:12]=2)=[CH:7][CH:6]=1)[CH3:2].[Cl:22][C:23]1[CH:24]=[C:25]([CH:28]=[CH:29][CH:30]=1)[CH2:26][NH2:27]. (4) Given the product [CH:1]1([C@@H:4]([C:11]2[CH:16]=[CH:15][N:14]=[C:13]([O:17][CH2:18][CH:19]3[CH2:24][CH2:23][N:22]([C:25]4[CH:33]=[C:32]([O:34][CH3:35])[CH:31]=[CH:30][C:26]=4[C:27](=[O:28])[N:47]([CH2:46][C:45]([CH3:55])([CH3:54])[CH3:44])[C:48]4[CH:53]=[CH:52][CH:51]=[CH:50][N:49]=4)[CH2:21][CH2:20]3)[CH:12]=2)[CH2:5][C:6]([O:8][CH2:9][CH3:10])=[O:7])[CH2:2][CH2:3]1, predict the reactants needed to synthesize it. The reactants are: [CH:1]1([C@@H:4]([C:11]2[CH:16]=[CH:15][N:14]=[C:13]([O:17][CH2:18][CH:19]3[CH2:24][CH2:23][N:22]([C:25]4[CH:33]=[C:32]([O:34][CH3:35])[CH:31]=[CH:30][C:26]=4[C:27](O)=[O:28])[CH2:21][CH2:20]3)[CH:12]=2)[CH2:5][C:6]([O:8][CH2:9][CH3:10])=[O:7])[CH2:3][CH2:2]1.ClC(N(C)C)=C(C)C.[CH3:44][C:45]([CH3:55])([CH3:54])[CH2:46][NH:47][C:48]1[CH:53]=[CH:52][CH:51]=[CH:50][N:49]=1.C(N(CC)CC)C. (5) The reactants are: Cl[C:2]1[CH:7]=[C:6]([O:8][C:9]2[CH:10]=[C:11]3[C:16](=[CH:17][CH:18]=2)[N:15]=[CH:14][CH:13]=[CH:12]3)[N:5]=[C:4]([NH2:19])[N:3]=1. Given the product [NH:15]1[C:16]2[C:11](=[CH:10][C:9]([O:8][C:6]3[CH:7]=[CH:2][N:3]=[C:4]([NH2:19])[N:5]=3)=[CH:18][CH:17]=2)[CH2:12][CH2:13][CH2:14]1, predict the reactants needed to synthesize it. (6) Given the product [NH2:43][C:40]1[CH:39]=[CH:38][C:37]([N:6]2[C:5]([CH2:4][N:2]([CH3:3])[CH3:1])=[C:13]3[C:8]([N:9]([CH2:25][C:26]4[C:31]([C:32]([F:35])([F:34])[F:33])=[CH:30][CH:29]=[CH:28][C:27]=4[F:36])[C:10](=[O:24])[N:11]([C:15]4[CH:20]=[CH:19][CH:18]=[C:17]([O:21][CH3:22])[C:16]=4[F:23])[C:12]3=[O:14])=[N:7]2)=[CH:42][CH:41]=1, predict the reactants needed to synthesize it. The reactants are: [CH3:1][N:2]([CH2:4][C:5]1[N:6]([C:37]2[CH:42]=[CH:41][C:40]([N+:43]([O-])=O)=[CH:39][CH:38]=2)[N:7]=[C:8]2[C:13]=1[C:12](=[O:14])[N:11]([C:15]1[CH:20]=[CH:19][CH:18]=[C:17]([O:21][CH3:22])[C:16]=1[F:23])[C:10](=[O:24])[N:9]2[CH2:25][C:26]1[C:31]([C:32]([F:35])([F:34])[F:33])=[CH:30][CH:29]=[CH:28][C:27]=1[F:36])[CH3:3].Cl. (7) Given the product [C:1]([C:5]1[CH:6]=[CH:7][C:8]([C:11]2[S:12][CH:13]=[C:14]([CH:17]=[N:20][NH:19][C:21]([NH:23][C:24]3[CH:32]=[CH:31][C:27]([C:28]([OH:30])=[O:29])=[CH:26][CH:25]=3)=[S:22])[C:15]=2[OH:16])=[CH:9][CH:10]=1)([CH3:2])([CH3:3])[CH3:4], predict the reactants needed to synthesize it. The reactants are: [C:1]([C:5]1[CH:10]=[CH:9][C:8]([C:11]2[S:12][CH:13]=[C:14]([CH:17]=O)[C:15]=2[OH:16])=[CH:7][CH:6]=1)([CH3:4])([CH3:3])[CH3:2].[NH:19]([C:21]([NH:23][C:24]1[CH:32]=[CH:31][C:27]([C:28]([OH:30])=[O:29])=[CH:26][CH:25]=1)=[S:22])[NH2:20].Cl. (8) Given the product [C:24]([C:8]1[CH:7]=[C:6]2[C:11](=[CH:10][CH:9]=1)[N:12]([CH2:16][C:17]1[CH:22]=[CH:21][CH:20]=[C:19]([F:23])[CH:18]=1)[C:13]1[CH2:14][CH2:15][CH:3]([NH:2][C:28](=[O:29])[N:27]([CH3:31])[CH3:26])[CH2:4][C:5]2=1)#[N:25], predict the reactants needed to synthesize it. The reactants are: Cl.[NH2:2][CH:3]1[CH2:15][CH2:14][C:13]2[N:12]([CH2:16][C:17]3[CH:22]=[CH:21][CH:20]=[C:19]([F:23])[CH:18]=3)[C:11]3[CH:10]=[CH:9][C:8]([C:24]#[N:25])=[CH:7][C:6]=3[C:5]=2[CH2:4]1.[CH3:26][N:27]([CH3:31])[C:28](Cl)=[O:29]. (9) The reactants are: [Br:1][C:2]1[CH:3]=[C:4]([NH2:12])[CH:5]=[C:6]2[C:10]=1[N:9]([CH3:11])[CH:8]=[CH:7]2.Cl[C:14]1[N:22]=[CH:21][C:20]([CH:23]2[CH2:25][CH2:24]2)=[CH:19][C:15]=1[C:16]([OH:18])=[O:17].O.C1(C)C=CC(S(O)(=O)=O)=CC=1.Cl.[OH-].[Na+]. Given the product [Br:1][C:2]1[CH:3]=[C:4]([NH:12][C:14]2[N:22]=[CH:21][C:20]([CH:23]3[CH2:24][CH2:25]3)=[CH:19][C:15]=2[C:16]([OH:18])=[O:17])[CH:5]=[C:6]2[C:10]=1[N:9]([CH3:11])[CH:8]=[CH:7]2, predict the reactants needed to synthesize it. (10) Given the product [CH2:1]([O:3][C:4](=[O:8])[C@@H:5]([NH:6][CH2:10][CH2:9][CH2:15][S:12]([OH:14])(=[O:13])=[O:11])[CH3:7])[CH3:2], predict the reactants needed to synthesize it. The reactants are: [CH2:1]([O:3][C:4](=[O:8])[C@H:5]([CH3:7])[NH2:6])[CH3:2].[CH2:9]1[CH2:15][S:12](=[O:14])(=[O:13])[O:11][CH2:10]1.